This data is from Experimentally validated miRNA-target interactions with 360,000+ pairs, plus equal number of negative samples. The task is: Binary Classification. Given a miRNA mature sequence and a target amino acid sequence, predict their likelihood of interaction. (1) The miRNA is hsa-miR-548s with sequence AUGGCCAAAACUGCAGUUAUUUU. The protein sequence of the target gene is MLRMRVPALLVLLFCFRGRAGPSPHFLQQPEDLVVLLGEEARLPCALGAYWGLVQWTKSGLALGGQRDLPGWSRYWISGNAANGQHDLHIRPVELEDEASYECQATQAGLRSRPAQLHVLVPPEAPQVLGGPSVSLVAGVPANLTCRSRGDARPTPELLWFRDGVLLDGATFHQTLLKEGTPGSVESTLTLTPFSHDDGATFVCRARSQALPTGRDTAITLSLQYPPEVTLSASPHTVQEGEKVIFLCQATAQPPVTGYRWAKGGSPVLGARGPRLEVVADASFLTEPVSCEVSNAVGSA.... Result: 0 (no interaction). (2) The miRNA is hsa-miR-449c-3p with sequence UUGCUAGUUGCACUCCUCUCUGU. The protein sequence of the target gene is MASAVSPANLPAVLLQPRWKRVVGWSGPVPRPRHGHRAVAIKELIVVFGGGNEGIVDELHVYNTATNQWFIPAVRGDIPPGCAAYGFVCDGTRLLVFGGMVEYGKYSNDLYELQASRWEWKRLKAKTPKNGPPPCPRLGHSFSLVGNKCYLFGGLANDSEDPKNNIPRYLNDLYILELRPGSGVVAWDIPITYGVLPPPRESHTAVVYTEKDNKKSKLVIYGGMSGCRLGDLWTLDIDTLTWNKPSLSGVAPLPRSLHSATTIGNKMYVFGGWVPLVMDDVKVATHEKEWKCTNTLACLN.... Result: 0 (no interaction). (3) The miRNA is hsa-miR-548az-3p with sequence AAAAACUGCAAUCACUUUUGC. The protein sequence of the target gene is MAEEVVVVAKFDYVAQQEQELDIKKNERLWLLDDSKSWWRVRNSMNKTGFVPSNYVERKNSARKASIVKNLKDTLGIGKVKRKPSVPDSASPADDSFVDPGERLYDLNMPAYVKFNYMAEREDELSLIKGTKVIVMEKCSDGWWRGSYNGQVGWFPSNYVTEEGDSPLGDHVGSLSEKLAAVVNNLNTGQVLHVVQALYPFSSSNDEELNFEKGDVMDVIEKPENDPEWWKCRKINGMVGLVPKNYVTVMQNNPLTSGLEPSPPQCDYIRPSLTGKFAGNPWYYGKVTRHQAEMALNERG.... Result: 1 (interaction). (4) The miRNA is mmu-miR-344b-3p with sequence CAUUUAGCCAAAGCCUGACUGU. The protein sequence of the target gene is MSRIESLTRARIDRSKEQATKTREKEKMKEAKDARYTNGHLFTTISVSGMTMCYACNKSITAKEALICPTCNVTIHNRCKDTLANCTKVKQKQQKAALLRNNTALQSVSLRSKTTTRERPTSAIYPSDSFRQSLLGSRRGLSSLSLAKSVSTTNIAGHFNDESPLGLRQILSQSTDSLNMRNRTLSVESLIDEGVEVFYNELMSDFEMDEKDFEADSWSLAVDSSFLQQHKKEVMKKQDVIYELIQTELHHVRTLKIMTRLFRTGMLEELQMEPEVVQGLFPCVDELSDIHTRFLNQLLE.... Result: 0 (no interaction). (5) The miRNA is cel-miR-38-3p with sequence UCACCGGGAGAAAAACUGGAGU. The protein sequence of the target gene is MTLKSSEGEGGNSMRTALSDLYLEHLLQKRNRPETSLNQSNVTTEDMYTNGSPAPGSPAHAKGQEARRVRLIQFEKITEEPMGITLKLNEKQSCTVARILHGGMIHRQGSLHVGDEILEINGTNVTNHSVDQLQKAMKETKGMISLKVIANQQSRLPALQMFMRAQFDYDPQKDNLIPCKEAGLKFVTGDIIQIINKDDSNWWQGRVEGSSKESAGLIPSPELQEWRVASVAHSAPSEAPSCSPFGKKKKCKDKYLAKHSSIFDQLDVVSYEEVVRLPAFKRKTLVLIGASGVGRSHIKN.... Result: 0 (no interaction).